Dataset: Catalyst prediction with 721,799 reactions and 888 catalyst types from USPTO. Task: Predict which catalyst facilitates the given reaction. (1) Product: [CH2:1]([O:3][CH:4]([CH2:10][C:11]1[CH:16]=[CH:15][C:14]([O:17][CH2:18][CH2:19][C:20]2[CH:25]=[CH:24][C:23]([CH2:26][CH3:27])=[CH:22][CH:21]=2)=[CH:13][CH:12]=1)[C:5]([OH:7])=[O:6])[CH3:2]. Reactant: [CH2:1]([O:3][CH:4]([CH2:10][C:11]1[CH:16]=[CH:15][C:14]([O:17][CH2:18][CH2:19][C:20]2[CH:25]=[CH:24][C:23]([CH2:26][CH3:27])=[CH:22][CH:21]=2)=[CH:13][CH:12]=1)[C:5]([O:7]CC)=[O:6])[CH3:2].O.[OH-].[Li+].Cl. The catalyst class is: 38. (2) Reactant: C([O-])=O.[NH4+].C([O:12][C:13]1[C:18]([O:19][CH3:20])=[CH:17][C:16]([N:21]2[C:29]3[C:24](=[CH:25][CH:26]=[CH:27][CH:28]=3)[C:23]([C:30]([N:32]([C:39]3[CH:40]=[C:41]4[C:45](=[CH:46][CH:47]=3)[NH:44][CH:43]=[CH:42]4)[C:33]3[CH:38]=[CH:37][CH:36]=[CH:35][CH:34]=3)=[O:31])=[CH:22]2)=[C:15]([C:48]([N:50]2[C@H:59]([CH2:60][N:61]3[CH2:66][CH2:65][N:64]([CH3:67])[CH2:63][CH2:62]3)[CH2:58][C:57]3[C:52](=[CH:53][CH:54]=[CH:55][CH:56]=3)[CH2:51]2)=[O:49])[CH:14]=1)C1C=CC=CC=1. Product: [OH:12][C:13]1[C:18]([O:19][CH3:20])=[CH:17][C:16]([N:21]2[C:29]3[C:24](=[CH:25][CH:26]=[CH:27][CH:28]=3)[C:23]([C:30]([N:32]([C:39]3[CH:40]=[C:41]4[C:45](=[CH:46][CH:47]=3)[NH:44][CH:43]=[CH:42]4)[C:33]3[CH:34]=[CH:35][CH:36]=[CH:37][CH:38]=3)=[O:31])=[CH:22]2)=[C:15]([C:48]([N:50]2[C@H:59]([CH2:60][N:61]3[CH2:66][CH2:65][N:64]([CH3:67])[CH2:63][CH2:62]3)[CH2:58][C:57]3[C:52](=[CH:53][CH:54]=[CH:55][CH:56]=3)[CH2:51]2)=[O:49])[CH:14]=1. The catalyst class is: 43. (3) Reactant: [H-].[Al+3].[Li+].[H-].[H-].[H-].O=[C:8]1[C:17]2[C:16]([CH2:18][CH2:19][C:20](O)=[O:21])=[CH:15][NH:14][C:13]=2[CH2:12][CH2:11][CH2:10][CH2:9]1.[OH-].[Na+].S([O-])([O-])(=O)=O.[Na+].[Na+]. Product: [NH:14]1[CH:15]=[C:16]([CH2:18][CH2:19][CH2:20][OH:21])[C:17]2[CH2:8][CH2:9][CH2:10][CH2:11][CH2:12][C:13]1=2. The catalyst class is: 30. (4) Reactant: [Br:1][C:2]1[C:3]([Cl:19])=[C:4]([C:11]2[C:16]([F:17])=[CH:15][CH:14]=[CH:13][C:12]=2[Cl:18])[C:5]([Cl:10])=[N:6][C:7]=1[C:8]#[N:9].Cl.[NH2:21][OH:22].C(=O)(O)[O-].[Na+]. Product: [Br:1][C:2]1[C:7]([C:8](=[N:21][OH:22])[NH2:9])=[N:6][C:5]([Cl:10])=[C:4]([C:11]2[C:16]([F:17])=[CH:15][CH:14]=[CH:13][C:12]=2[Cl:18])[C:3]=1[Cl:19]. The catalyst class is: 40. (5) Reactant: [Cl:1][C:2]1[C:11]2[C:6](=[CH:7][CH:8]=[C:9]([O:12]C)[CH:10]=2)[N:5]=[CH:4][CH:3]=1.I.O. Product: [Cl:1][C:2]1[C:11]2[C:6](=[CH:7][CH:8]=[C:9]([OH:12])[CH:10]=2)[N:5]=[CH:4][CH:3]=1. The catalyst class is: 4. (6) Reactant: [Br-].[NH:2]1[C:10]2[C:5](=[CH:6][CH:7]=[CH:8][CH:9]=2)[C:4]([CH2:11][P+](C2C=CC=CC=2)(C2C=CC=CC=2)C2C=CC=CC=2)=[N:3]1.[CH2:31]([O:38][C:39]1[CH:46]=[CH:45][CH:44]=[CH:43][C:40]=1[CH:41]=O)[C:32]1[CH:37]=[CH:36][CH:35]=[CH:34][CH:33]=1.C(=O)([O-])[O-].[K+].[K+].C(=O)([O-])O.[Na+]. Product: [CH2:31]([O:38][C:39]1[CH:46]=[CH:45][CH:44]=[CH:43][C:40]=1/[CH:41]=[CH:11]/[C:4]1[C:5]2[C:10](=[CH:9][CH:8]=[CH:7][CH:6]=2)[NH:2][N:3]=1)[C:32]1[CH:33]=[CH:34][CH:35]=[CH:36][CH:37]=1. The catalyst class is: 5. (7) Reactant: [CH3:1][C:2]1[CH:11]=[CH:10][C:9]2[C:4](=[C:5]([CH3:15])[C:6]([C:12]([OH:14])=O)=[CH:7][CH:8]=2)[N:3]=1.[CH:16]([NH2:19])([CH3:18])[CH3:17].CN(C(ON1N=NC2C=CC=NC1=2)=[N+](C)C)C.F[P-](F)(F)(F)(F)F.CCN(C(C)C)C(C)C.Cl. Product: [CH:16]([NH:19][C:12]([C:6]1[C:5]([CH3:15])=[C:4]2[C:9]([CH:10]=[CH:11][C:2]([CH3:1])=[N:3]2)=[CH:8][CH:7]=1)=[O:14])([CH3:18])[CH3:17]. The catalyst class is: 144.